This data is from Reaction yield outcomes from USPTO patents with 853,638 reactions. The task is: Predict the reaction yield, written as a fraction of the theoretical maximum amount of product (1.0 means a 100% yield; for example, 0.34 means a 34% yield). (1) The reactants are [O:1]=[C:2]1[C:7]([CH2:8][C:9]2[CH:14]=[CH:13][C:12]([C:15]3[C:16]([C:21]#[N:22])=[CH:17][CH:18]=[CH:19][CH:20]=3)=[CH:11][CH:10]=2)=[C:6]([CH2:23][CH2:24][CH3:25])[N:5]2[N:26]=[CH:27][N:28]=[C:4]2[N:3]1[CH:29]1[CH2:34][CH2:33][CH:32]([O:35][CH2:36][CH:37]=[CH2:38])[CH2:31][CH2:30]1.ClC1C=CC=C(C(OO)=[O:47])C=1.C(=O)([O-])O.[Na+].S([O-])([O-])(=O)=S.[Na+].[Na+]. The catalyst is C(#N)C. The product is [O:47]1[CH2:38][CH:37]1[CH2:36][O:35][C@H:32]1[CH2:31][CH2:30][C@H:29]([N:3]2[C:2](=[O:1])[C:7]([CH2:8][C:9]3[CH:10]=[CH:11][C:12]([C:15]4[C:16]([C:21]#[N:22])=[CH:17][CH:18]=[CH:19][CH:20]=4)=[CH:13][CH:14]=3)=[C:6]([CH2:23][CH2:24][CH3:25])[N:5]3[N:26]=[CH:27][N:28]=[C:4]23)[CH2:34][CH2:33]1. The yield is 0.200. (2) The reactants are Br[C:2]1[C:3](=[O:9])[NH:4][C:5](=[O:8])[NH:6][CH:7]=1.[NH:10]1[CH2:15][CH2:14][O:13][CH2:12][CH2:11]1. No catalyst specified. The product is [O:13]1[CH2:14][CH2:15][N:10]([C:2]2[C:3](=[O:9])[NH:4][C:5](=[O:8])[NH:6][CH:7]=2)[CH2:11][CH2:12]1. The yield is 0.760.